From a dataset of Peptide-MHC class I binding affinity with 185,985 pairs from IEDB/IMGT. Regression. Given a peptide amino acid sequence and an MHC pseudo amino acid sequence, predict their binding affinity value. This is MHC class I binding data. The peptide sequence is KFNPMKTYI. The MHC is HLA-B54:01 with pseudo-sequence HLA-B54:01. The binding affinity (normalized) is 0.